Dataset: Forward reaction prediction with 1.9M reactions from USPTO patents (1976-2016). Task: Predict the product of the given reaction. (1) Given the reactants [F:1][C:2]1[CH:3]=[C:4]([CH2:19][OH:20])[CH:5]=[CH:6][C:7]=1[O:8][C:9]1[CH:10]=[N:11][C:12]([C:15]([F:18])([F:17])[F:16])=[CH:13][CH:14]=1.[H-].[Na+].Cl[C:24]1[CH:41]=[C:28]2[N:29](C(OC(C)(C)C)=O)[CH:30]([CH3:33])[CH2:31][CH2:32][N:27]2[C:26](=[O:42])[N:25]=1, predict the reaction product. The product is: [F:1][C:2]1[CH:3]=[C:4]([CH:5]=[CH:6][C:7]=1[O:8][C:9]1[CH:10]=[N:11][C:12]([C:15]([F:16])([F:17])[F:18])=[CH:13][CH:14]=1)[CH2:19][O:20][C:24]1[CH:41]=[C:28]2[NH:29][CH:30]([CH3:33])[CH2:31][CH2:32][N:27]2[C:26](=[O:42])[N:25]=1. (2) Given the reactants C[Al](C)C.[Br:5][C:6]1[CH:7]=[CH:8][C:9]2[N:10]([CH:12]=[C:13]([C:15]([O:17]CC)=O)[N:14]=2)[CH:11]=1.[F:20][C:21]([F:32])([F:31])[O:22][C:23]1[CH:28]=[CH:27][C:26]([CH2:29][NH2:30])=[CH:25][CH:24]=1, predict the reaction product. The product is: [Br:5][C:6]1[CH:7]=[CH:8][C:9]2[N:10]([CH:12]=[C:13]([C:15]([NH:30][CH2:29][C:26]3[CH:27]=[CH:28][C:23]([O:22][C:21]([F:20])([F:31])[F:32])=[CH:24][CH:25]=3)=[O:17])[N:14]=2)[CH:11]=1. (3) Given the reactants [Cl:1][C:2]1[CH:11]=[C:10]([CH3:12])[CH:9]=[CH:8][C:3]=1[C:4](OC)=[O:5].CC(C[Al]CC(C)C)C, predict the reaction product. The product is: [Cl:1][C:2]1[CH:11]=[C:10]([CH3:12])[CH:9]=[CH:8][C:3]=1[CH2:4][OH:5]. (4) Given the reactants [CH3:1][NH:2][CH2:3][C@@H:4]([C@H:6]([C@@H:8]([C@@H:10]([CH2:12][OH:13])[OH:11])[OH:9])[OH:7])[OH:5].[C:14]([OH:22])(=[O:21])[CH2:15][CH2:16][CH2:17][C:18]([OH:20])=[O:19].[C:23]([OH:31])(=[O:30])[CH2:24][CH2:25][CH2:26][C:27]([OH:29])=[O:28].[OH:32][C@H:33]([C@H:39]([C@@H:41]1[C@:59]2([CH3:60])[C@H:44]([C@H:45]3[C@H:56]([CH2:57][CH2:58]2)[C@:54]2([CH3:55])[C:48]([CH2:49][C@H:50]([CH2:52][CH2:53]2)[OH:51])=[CH:47][CH2:46]3)[CH2:43][CH2:42]1)[CH3:40])[CH2:34][CH2:35][CH:36]([CH3:38])[CH3:37], predict the reaction product. The product is: [NH:2]([CH2:3][C@@H:4]([C@H:6]([C@@H:8]([C@@H:10]([CH2:12][OH:13])[OH:11])[OH:9])[OH:7])[OH:5])[CH3:1].[NH:2]([CH2:3][C@@H:4]([C@H:6]([C@@H:8]([C@@H:10]([CH2:12][OH:13])[OH:11])[OH:9])[OH:7])[OH:5])[CH3:1].[C:14]([OH:22])(=[O:21])[CH2:15][CH2:16][CH2:17][C:18]([OH:20])=[O:19].[C:23]([OH:31])(=[O:30])[CH2:24][CH2:25][CH2:26][C:27]([OH:29])=[O:28].[OH:32][C@H:33]([C@H:39]([C@@H:41]1[C@:59]2([CH3:60])[C@H:44]([C@H:45]3[C@H:56]([CH2:57][CH2:58]2)[C@:54]2([CH3:55])[C:48]([CH2:49][C@H:50]([CH2:52][CH2:53]2)[OH:51])=[CH:47][CH2:46]3)[CH2:43][CH2:42]1)[CH3:40])[CH2:34][CH2:35][CH:36]([CH3:38])[CH3:37]. (5) Given the reactants Cl[C:2]1[C:7]([C:8]2[N:13]=[CH:12][N:11]3[N:14]=[CH:15][C:16]([C:17]([O:19][CH2:20][CH3:21])=[O:18])=[C:10]3[CH:9]=2)=[CH:6][CH:5]=[CH:4][N:3]=1.[CH3:22][C:23]1[CH:28]=[CH:27][CH:26]=[C:25]([Sn](CCCC)(CCCC)CCCC)[N:24]=1.FC1C=C(C2C=CC3N(C(C#N)=CN=3)C=2)C(C2C=CC=C(C)N=2)=NC=1, predict the reaction product. The product is: [CH3:22][C:23]1[N:24]=[C:25]([C:2]2[C:7]([C:8]3[CH:9]=[CH:10][N:11]4[N:14]=[CH:15][C:16]([C:17]([O:19][CH2:20][CH3:21])=[O:18])=[C:12]4[N:13]=3)=[CH:6][CH:5]=[CH:4][N:3]=2)[CH:26]=[CH:27][CH:28]=1. (6) Given the reactants C[Si]([N-][Si](C)(C)C)(C)C.[K+].[CH:11]1([C:15]#[N:16])[CH2:14][CH2:13][CH2:12]1.F[C:18]1[CH:25]=[CH:24][C:21]([C:22]#[N:23])=[CH:20][CH:19]=1.Cl, predict the reaction product. The product is: [C:15]([C:11]1([C:18]2[CH:25]=[CH:24][C:21]([C:22]#[N:23])=[CH:20][CH:19]=2)[CH2:14][CH2:13][CH2:12]1)#[N:16]. (7) Given the reactants O=C1C2C(=CC=CC=2)C(=O)[N:3]1[CH2:12][CH2:13][CH2:14][C:15]1[N:19]([CH2:20][CH2:21][C:22]2[CH:27]=[CH:26][C:25]([F:28])=[CH:24][CH:23]=2)[C:18]([CH3:29])=[C:17]([C:30]([O:32][CH2:33][C:34]2[CH:39]=[CH:38][CH:37]=[CH:36][CH:35]=2)=[O:31])[CH:16]=1, predict the reaction product. The product is: [NH2:3][CH2:12][CH2:13][CH2:14][C:15]1[N:19]([CH2:20][CH2:21][C:22]2[CH:27]=[CH:26][C:25]([F:28])=[CH:24][CH:23]=2)[C:18]([CH3:29])=[C:17]([C:30]([O:32][CH2:33][C:34]2[CH:39]=[CH:38][CH:37]=[CH:36][CH:35]=2)=[O:31])[CH:16]=1.